This data is from Full USPTO retrosynthesis dataset with 1.9M reactions from patents (1976-2016). The task is: Predict the reactants needed to synthesize the given product. (1) Given the product [OH:4][C@@H:5]1[CH2:14][CH2:13][C:12]2[CH:11]=[C:10]([C@H:15]3[CH2:24][CH2:23][C@@:17]4([NH:21][C:20](=[O:22])[O:19][CH2:18]4)[CH2:16]3)[CH:9]=[CH:8][C:7]=2[CH2:6]1, predict the reactants needed to synthesize it. The reactants are: C([O:4][C@@H:5]1[CH2:14][CH2:13][C:12]2[C:7](=[CH:8][CH:9]=[C:10]([C@H:15]3[CH2:24][CH2:23][C@@:17]4([NH:21][C:20](=[O:22])[O:19][CH2:18]4)[CH2:16]3)[CH:11]=2)[CH2:6]1)(=O)C.[OH-].[Na+]. (2) The reactants are: CC(C)(OC(=O)[NH:6][CH2:7][CH2:8][O:9][CH2:10][CH2:11][O:12][CH2:13][CH2:14][O:15][CH2:16][CH2:17][NH:18][C:19](=[O:27])[CH2:20][CH2:21][CH2:22][CH2:23][C:24]([OH:26])=[O:25])C.FC(F)(F)C(O)=O. Given the product [NH2:6][CH2:7][CH2:8][O:9][CH2:10][CH2:11][O:12][CH2:13][CH2:14][O:15][CH2:16][CH2:17][NH:18][C:19](=[O:27])[CH2:20][CH2:21][CH2:22][CH2:23][C:24]([OH:26])=[O:25], predict the reactants needed to synthesize it.